From a dataset of NCI-60 drug combinations with 297,098 pairs across 59 cell lines. Regression. Given two drug SMILES strings and cell line genomic features, predict the synergy score measuring deviation from expected non-interaction effect. Drug 1: CN1CCC(CC1)COC2=C(C=C3C(=C2)N=CN=C3NC4=C(C=C(C=C4)Br)F)OC. Drug 2: C1=CC(=C2C(=C1NCCNCCO)C(=O)C3=C(C=CC(=C3C2=O)O)O)NCCNCCO. Cell line: U251. Synergy scores: CSS=58.8, Synergy_ZIP=6.35, Synergy_Bliss=5.40, Synergy_Loewe=-2.95, Synergy_HSA=6.73.